Predict which catalyst facilitates the given reaction. From a dataset of Catalyst prediction with 721,799 reactions and 888 catalyst types from USPTO. (1) Reactant: [C:1]([O:5][C:6]([NH:8][C@H:9]1[CH2:14][CH2:13][CH2:12][C@@H:11]([C:15]([OH:17])=O)[CH2:10]1)=[O:7])([CH3:4])([CH3:3])[CH3:2].[OH:18][CH:19]1[CH2:24][CH2:23][NH:22][CH2:21][CH2:20]1. Product: [C:1]([O:5][C:6](=[O:7])[NH:8][C@H:9]1[CH2:14][CH2:13][CH2:12][C@@H:11]([C:15]([N:22]2[CH2:23][CH2:24][CH:19]([OH:18])[CH2:20][CH2:21]2)=[O:17])[CH2:10]1)([CH3:2])([CH3:3])[CH3:4]. The catalyst class is: 9. (2) Reactant: Br[C:2]1[N:7]2[N:8]=[C:9]([NH:11][C:12]([CH:14]3[CH2:16][CH2:15]3)=[O:13])[N:10]=[C:6]2[CH:5]=[CH:4][CH:3]=1.[NH2:17][CH2:18][C:19]1[CH:24]=[CH:23][CH:22]=[CH:21][N:20]=1. Product: [N:20]1[CH:21]=[CH:22][CH:23]=[CH:24][C:19]=1[CH2:18][NH:17][C:2]1[N:7]2[N:8]=[C:9]([NH:11][C:12]([CH:14]3[CH2:16][CH2:15]3)=[O:13])[N:10]=[C:6]2[CH:5]=[CH:4][CH:3]=1. The catalyst class is: 44. (3) Reactant: [CH3:1][N:2]([CH3:39])[C:3]1[N:12]=[C:11]([NH:13][C@H:14]([C:16]2[CH:21]=[CH:20][C:19]([NH:22][C:23]([CH:25]3[CH2:30][CH2:29][N:28](C(OC(C)(C)C)=O)[CH2:27][CH2:26]3)=[O:24])=[CH:18][CH:17]=2)[CH3:15])[C:10]2[C:5](=[CH:6][C:7]([CH3:38])=[CH:8][CH:9]=2)[N:4]=1.FC(F)(F)C(O)=O. Product: [CH3:39][N:2]([CH3:1])[C:3]1[N:12]=[C:11]([NH:13][C@H:14]([C:16]2[CH:17]=[CH:18][C:19]([NH:22][C:23]([CH:25]3[CH2:26][CH2:27][NH:28][CH2:29][CH2:30]3)=[O:24])=[CH:20][CH:21]=2)[CH3:15])[C:10]2[C:5](=[CH:6][C:7]([CH3:38])=[CH:8][CH:9]=2)[N:4]=1. The catalyst class is: 22. (4) Reactant: [Br:1][C:2]1[CH:9]=[CH:8][C:5]([CH2:6]Br)=[CH:4][CH:3]=1.Cl.[F:11][CH2:12][CH2:13][CH2:14][NH2:15].C(N(C(C)C)CC)(C)C.C(=O)(O)[O-].[Na+].[O:30](C(OC(C)(C)C)=O)[C:31]([O:33][C:34]([CH3:37])([CH3:36])[CH3:35])=O. Product: [C:34]([O:33][C:31](=[O:30])[N:15]([CH2:6][C:5]1[CH:8]=[CH:9][C:2]([Br:1])=[CH:3][CH:4]=1)[CH2:14][CH2:13][CH2:12][F:11])([CH3:37])([CH3:36])[CH3:35]. The catalyst class is: 173. (5) Product: [Br:33][CH2:17][C:15]1[O:16][C:12]2[CH:11]=[C:10]([C:18]([O:20][CH2:21][CH3:22])=[O:19])[CH:9]=[C:8]([O:7][C:6]3[CH:5]=[CH:4][C:3]([CH:2]([F:1])[F:25])=[CH:24][CH:23]=3)[C:13]=2[CH:14]=1. The catalyst class is: 22. Reactant: [F:1][CH:2]([F:25])[C:3]1[CH:24]=[CH:23][C:6]([O:7][C:8]2[C:13]3[CH:14]=[C:15]([CH3:17])[O:16][C:12]=3[CH:11]=[C:10]([C:18]([O:20][CH2:21][CH3:22])=[O:19])[CH:9]=2)=[CH:5][CH:4]=1.C1C(=O)N([Br:33])C(=O)C1.C(OOC(=O)C1C=CC=CC=1)(=O)C1C=CC=CC=1. (6) Reactant: [CH:1]1([C@H:5]([NH:7][C:8]2[N:16]=[C:15]([C:17]#[N:18])[N:14]=[C:13]3[C:9]=2[N:10]([CH2:21][C:22]2[CH:27]=[CH:26][C:25]([C:28]([F:31])([F:30])[F:29])=[CH:24][CH:23]=2)[C:11]([CH2:19]O)=[N:12]3)[CH3:6])[CH2:4][CH2:3][CH2:2]1.O=S(Cl)[Cl:34]. Product: [Cl:34][CH2:19][C:11]1[N:10]([CH2:21][C:22]2[CH:27]=[CH:26][C:25]([C:28]([F:31])([F:30])[F:29])=[CH:24][CH:23]=2)[C:9]2[C:13](=[N:14][C:15]([C:17]#[N:18])=[N:16][C:8]=2[NH:7][C@@H:5]([CH:1]2[CH2:4][CH2:3][CH2:2]2)[CH3:6])[N:12]=1. The catalyst class is: 2.